This data is from Reaction yield outcomes from USPTO patents with 853,638 reactions. The task is: Predict the reaction yield, written as a fraction of the theoretical maximum amount of product (1.0 means a 100% yield; for example, 0.34 means a 34% yield). The reactants are [C:1](=[O:41])([O:3][C@@H:4]1[C@@H:5]([O:39][CH3:40])[CH:6]=[CH:7][CH:8]=[C:9]([CH3:38])[C:10](=[O:37])[NH:11][C:12]2[C:31](=[O:32])[C:16]([CH2:17][C@@H:18]([CH3:30])[CH2:19][C@H:20]([O:28][CH3:29])[C@H:21]([OH:27])[C@@H:22]([CH3:26])[CH:23]=[C:24]1[CH3:25])=[C:15]([O:33][CH3:34])[C:14](=[O:35])[C:13]=2I)[NH2:2].C1([As](C2C=CC=CC=2)C2C=CC=CC=2)C=CC=CC=1.C([Sn](CCCC)(CCCC)[C:66]1[CH:71]=[CH:70][C:69]([O:72][CH3:73])=[CH:68][CH:67]=1)CCC. The catalyst is CN(C=O)C.C1C=CC(/C=C/C(/C=C/C2C=CC=CC=2)=O)=CC=1.C1C=CC(/C=C/C(/C=C/C2C=CC=CC=2)=O)=CC=1.C1C=CC(/C=C/C(/C=C/C2C=CC=CC=2)=O)=CC=1.[Pd].[Pd].[Cu]I. The product is [C:1](=[O:41])([O:3][C@@H:4]1[C@@H:5]([O:39][CH3:40])[CH:6]=[CH:7][CH:8]=[C:9]([CH3:38])[C:10](=[O:37])[NH:11][C:12]2[C:31](=[O:32])[C:16]([CH2:17][C@@H:18]([CH3:30])[CH2:19][C@H:20]([O:28][CH3:29])[C@H:21]([OH:27])[C@@H:22]([CH3:26])[CH:23]=[C:24]1[CH3:25])=[C:15]([O:33][CH3:34])[C:14](=[O:35])[C:13]=2[C:66]1[CH:71]=[CH:70][C:69]([O:72][CH3:73])=[CH:68][CH:67]=1)[NH2:2]. The yield is 0.560.